Dataset: Peptide-MHC class II binding affinity with 134,281 pairs from IEDB. Task: Regression. Given a peptide amino acid sequence and an MHC pseudo amino acid sequence, predict their binding affinity value. This is MHC class II binding data. The peptide sequence is SDANTEYERLLSMLN. The MHC is H-2-IAb with pseudo-sequence H-2-IAb. The binding affinity (normalized) is 0.142.